Dataset: Experimentally validated miRNA-target interactions with 360,000+ pairs, plus equal number of negative samples. Task: Binary Classification. Given a miRNA mature sequence and a target amino acid sequence, predict their likelihood of interaction. (1) The miRNA is hsa-miR-4485-3p with sequence UAACGGCCGCGGUACCCUAA. The protein sequence of the target gene is MEDAPERTPSSSESTQPPGLAREPEVVSPGDSEGCARPLDTVPKKLCGYLSKFGGKGPIKGWKCRWFFYDERKCHLYYSRTAQDANPLDSIDLSSAVFDCKADAEEEGTFEIKTPSRVITLKAATKQAMLYWLQQLQMKRWEFHNSPPALPATPAAALAENGPTLHLKLEQEEAELEEFLCPVKTPTGLVGAAAALQPVPAVPSALQNISLKHLGTEIQNTMHNIRGNKQAQAAAHGPLVEDSPQGGEPQSGEQPSISDPSLPEKEPEDPAKSAPRSSVPSGPTQKPKRQSNTFPFFSDG.... Result: 0 (no interaction). (2) The miRNA is mmu-miR-200c-5p with sequence CGUCUUACCCAGCAGUGUUUGG. The protein sequence of the target gene is MVMEMSKTYQYRKVMKPLLERKRRARINKCLDDLKDLMVECLQQEGEHVTRLEKADILELTVDHMRKLKQRGGLSLQGVVAGVGSPPTSTSTAHVESFRSGYVHAADQITQVLLQTQQTDEIGRKIMKFLSTRLIELQTQLLQQQQQQQQHQQQQIPQSSGRLAFPLLGGYGPAAAAAAISYSSFLTSKDELIDVTSVDGNALSETASVSSQESGASEPVWRPW. Result: 0 (no interaction). (3) Result: 0 (no interaction). The protein sequence of the target gene is MESGPKMLAPVCLVENNNEQLLVNQQAIQILEKISQPVVVVAIVGLYRTGKSYLMNHLAGQNHGFPLGSTVQSETKGIWMWCVPHPSKPNHTLVLLDTEGLGDVEKGDPKNDSWIFALAVLLCSTFVYNSMSTINHQALEQLHYVTELTELIKAKSSPRPDGVEDSTEFVSFFPDFLWTVRDFTLELKLNGHPITEDEYLENALKLIQGNNPRVQTSNFPRECIRRFFPKRKCFVFDRPTNDKDLLANIEKVSEKQLDPKFQEQTNIFCSYIFTHARTKTLREGITVTGNRLGTLAVTYV.... The miRNA is mmu-miR-34a-3p with sequence AAUCAGCAAGUAUACUGCCCU. (4) The miRNA is hsa-miR-124-3p with sequence UAAGGCACGCGGUGAAUGCCAA. The protein sequence of the target gene is MEEGSSSPVSPVDSLGTSEEELERQPKRFGRKRRYSKKSSEDGSPTPGKRGKKGSPSAQSFEELQSQRILANVRERQRTQSLNEAFAALRKIIPTLPSDKLSKIQTLKLAARYIDFLYQVLQSDEMDNKMTSCSYVAHERLSYAFSVWRMEGAWSMSASH. Result: 1 (interaction). (5) The miRNA is hsa-miR-608 with sequence AGGGGUGGUGUUGGGACAGCUCCGU. The protein sequence of the target gene is MERQVLRLRQAFRSGRSRPLRFRLQQLEALRRMVQEREKEILAAIAADLSKSELNAYSHEVITILGEIDFMLGNLPELASARPAKKNLLTMMDEAYVQPEPLGVVLIIGAWNYPFVLTMQPLVGAIAAGNAAIVKPSELSENTAKILAELLPQYLDQDLYAIVNGGIPETTELLKQRFDHILYTGNTAVGKIVMEAAAKHLTPVTLELGGKSPCYIDRDCDLDVACRRIAWGKYMNCGQTCIAPDYILCEASLQNQIVQKIKETVKDFYGENIKASPDYERIINLRHFKRLQSLLKGQKI.... Result: 0 (no interaction).